Task: Predict the product of the given reaction.. Dataset: Forward reaction prediction with 1.9M reactions from USPTO patents (1976-2016) (1) Given the reactants [OH:1][C:2]1[CH:6]([CH:7]([CH3:9])[CH3:8])[NH:5][C:4](=[O:10])[CH:3]=1.[CH:11](=O)[C:12]1[CH:17]=[CH:16][CH:15]=[CH:14][CH:13]=1.[NH:19]1[C:27]2[C:22](=[CH:23][CH:24]=[CH:25][CH:26]=2)[C:21]([CH2:28][CH2:29][NH:30][C:31](=[O:33])[CH3:32])=[CH:20]1, predict the reaction product. The product is: [OH:1][C:2]1[CH:6]([CH:7]([CH3:9])[CH3:8])[NH:5][C:4](=[O:10])[C:3]=1[CH:11]([C:12]1[CH:17]=[CH:16][CH:15]=[CH:14][CH:13]=1)[C:20]1[NH:19][C:27]2[C:22]([C:21]=1[CH2:28][CH2:29][NH:30][C:31](=[O:33])[CH3:32])=[CH:23][CH:24]=[CH:25][CH:26]=2. (2) Given the reactants C([O:4][C:5]1[CH:10]=[CH:9][CH:8]=[CH:7][C:6]=1[Br:11])(=O)C.[C:12](OC1C=CC=CC=1C)(=[O:15])[CH2:13]C, predict the reaction product. The product is: [Br:11][C:6]1[CH:7]=[C:8]([C:12](=[O:15])[CH3:13])[CH:9]=[CH:10][C:5]=1[OH:4]. (3) Given the reactants [CH2:1]([N:5]1[C:10]2[CH:11]=[C:12]([C:20]([O:22]C)=[O:21])[CH:13]=[C:14]([C:15]3[O:16][CH:17]=[CH:18][N:19]=3)[C:9]=2[O:8][CH2:7][CH2:6]1)[CH2:2][CH2:3][CH3:4].[OH-].[K+], predict the reaction product. The product is: [CH2:1]([N:5]1[C:10]2[CH:11]=[C:12]([C:20]([OH:22])=[O:21])[CH:13]=[C:14]([C:15]3[O:16][CH:17]=[CH:18][N:19]=3)[C:9]=2[O:8][CH2:7][CH2:6]1)[CH2:2][CH2:3][CH3:4]. (4) Given the reactants [CH3:1][C:2]([NH:5][C:6]([CH:8]1[CH2:13][NH:12][CH2:11][CH2:10][N:9]1[CH2:14][C@@H:15]([OH:44])[C@@H:16]([NH:24][C:25](=[O:43])[C@@H:26]([NH:30][C:31](=[O:42])[CH2:32][CH2:33][C:34]1[N:35]=[C:36]([CH:39]([CH3:41])[CH3:40])[S:37][CH:38]=1)[CH:27]([CH3:29])[CH3:28])[CH2:17][C:18]1[CH:23]=[CH:22][CH:21]=[CH:20][CH:19]=1)=[O:7])([CH3:4])[CH3:3].[C:45](=[O:48])([O-:47])N, predict the reaction product. The product is: [O:47]1[C:21]2[CH:20]=[CH:19][C:18]([CH2:17][N:12]3[CH2:11][CH2:10][N:9]([CH2:14][C@@H:15]([OH:44])[C@@H:16]([NH:24][C:25](=[O:43])[C@@H:26]([NH:30][C:31](=[O:42])[CH2:32][CH2:33][C:34]4[N:35]=[C:36]([CH:39]([CH3:40])[CH3:41])[S:37][CH:38]=4)[CH:27]([CH3:29])[CH3:28])[CH2:17][C:18]4[CH:23]=[CH:22][CH:21]=[CH:20][CH:19]=4)[CH:8]([C:6]([NH:5][C:2]([CH3:4])([CH3:3])[CH3:1])=[O:7])[CH2:13]3)=[CH:23][C:22]=2[O:48][CH2:45]1. (5) Given the reactants [CH3:1][C:2]1[CH:11]=[C:10]([CH2:12][O:13][CH:14]2[CH2:19][CH2:18][N:17](S(CC(NO)CCCC3N=CC=CN=3)(=O)=O)[CH2:16][CH2:15]2)[C:9]2[C:4](=[CH:5][CH:6]=[CH:7][CH:8]=2)[N:3]=1.C(N(CC)CC)C.[C:43]([O:47][C:48](=[O:60])[CH:49]([CH:55]1[CH2:59][CH2:58][CH2:57][CH2:56]1)[CH2:50][S:51](Cl)(=[O:53])=[O:52])([CH3:46])([CH3:45])[CH3:44], predict the reaction product. The product is: [C:43]([O:47][C:48](=[O:60])[CH:49]([CH:55]1[CH2:59][CH2:58][CH2:57][CH2:56]1)[CH2:50][S:51]([N:17]1[CH2:16][CH2:15][CH:14]([O:13][CH2:12][C:10]2[C:9]3[C:4](=[CH:5][CH:6]=[CH:7][CH:8]=3)[N:3]=[C:2]([CH3:1])[CH:11]=2)[CH2:19][CH2:18]1)(=[O:53])=[O:52])([CH3:46])([CH3:45])[CH3:44]. (6) The product is: [Cl:13][CH2:14][C:15]1[N:1]=[C:2]([CH2:3][NH:4][C:5](=[O:11])[O:6][C:7]([CH3:9])([CH3:8])[CH3:10])[S:12][CH:17]=1. Given the reactants [NH2:1][C:2](=[S:12])[CH2:3][NH:4][C:5](=[O:11])[O:6][C:7]([CH3:10])([CH3:9])[CH3:8].[Cl:13][CH2:14][C:15]([CH2:17]Cl)=O, predict the reaction product. (7) Given the reactants [CH3:1][C:2]1[CH:7]=[C:6]([C:8]#[C:9][C:10]2[N:11]=[C:12]([CH3:15])[NH:13][CH:14]=2)[CH:5]=[CH:4][N:3]=1.Cl.Cl[CH2:18][C:19]1[CH:24]=[CH:23][N:22]=[CH:21][CH:20]=1, predict the reaction product. The product is: [N:22]1[CH:23]=[CH:24][C:19]([CH2:18][N:13]2[CH:14]=[C:10]([C:9]#[C:8][C:6]3[CH:5]=[CH:4][N:3]=[C:2]([CH3:1])[CH:7]=3)[N:11]=[C:12]2[CH3:15])=[CH:20][CH:21]=1.